From a dataset of B-cell epitopes from IEDB database with 3,159 antigens for binding position prediction. Token-level Classification. Given an antigen amino acid sequence, predict which amino acid positions are active epitope sites capable of antibody binding. Output is a list of indices for active positions. (1) Given the antigen sequence: GAGTSTPTTGNQNMSGNSGSIVQNFYMQQYQNSIDADLGDNVISPEGQGSNTSSSTSSSQSSGLGGWFSSLLNLGTKLLADKKTEETTNIEDRIETTVVGVTIINSQGSVGTTYCYSKPDGRPPSTVSDPVTRLGPTLSRHYTFKVGEWPHSQSHGHAWICPLPGDKLKKMGSFHEVVKAHHLVKNGWDVVVQVNASFAHSGALCVAAVPEYEHTHEKALKWSELEEPAYTYQQLSVFPHQLLNLRTNSSVHLVMPYIGPGPTTNLTLHNPWTIVILILSELTGPGQTVPVTMSVAPIDAMVNGPLPNPEAPIRVVSVPESDSFMSSVPDNSTPLYPKVVVPPRQVPGRFTNFIDVAKQTYSFCSISGKPYFEVTNTSGDEPLFQMDVSLSAAELHGTYVASLSSFFAQYRGSLNFNFIFTGAAATKAKFLVAFVPPHSAAPKTRDEVMACIHAVWDVGLNSAFSFNVPYSSPADFMAVYSAEATVVNVSGWLQVYALTA..., which amino acid positions are active epitope sites? The epitope positions are: [587, 588, 589, 590, 591, 592, 593, 594, 595, 596, 597, 598, 599, 600]. The amino acids at these positions are: PATHVLDPFGSTAQ. (2) Given the antigen sequence: PLQISRRKHQEKKERGGFIQSCFQFLQNLKPGGYGMDVTKKNKRDGTEVTERIVTETVTTRLTSLPPKGGTSNGYAKTASLGGGSRLEKQSLTHGSSGYINSTGSTRGHASTSSYRRAHSPASTLPNSPGSTFERKTHVTRHAYEGSSSGNSSPEYPRKEFASSSTRGRSQTRESEIRVRLQSASPSTRWTELDDVKRLLKGSRSASVSPTRNSSNTLPIPKKGTVETKIVTASSQSVSGTYDATILDANLPSHVWSSTLPAGSSMGTYHNNMTTQSSSLLNTNAYSAGSVFGVPNNMASCSPTLHPGLSTSSSVFGMQNNLAPSLTTLSHGTTTTSTAYGVKKNMPQSPAAVNTGVSTSAACTTSVQSDDLLHKDCKFLILEKDNTPAKKEMELLIMTKDSGKVFTASPASIAATSFSEDTLKKEKQAAYNADSGLKAEANGDLKTVSTKGKTTTADIHSYSSSGGGGSGGGGGVGGAGGGPWGPAPAWCPCGSCCSWW..., which amino acid positions are active epitope sites? The epitope positions are: [772, 773, 774, 775, 776, 777, 778, 779, 780, 781, 782, 783, 784, 785, 786, 787, 788, 789, 790, 791... (26 total positions)]. The amino acids at these positions are: AKGAMGPAGPDGHQGPRGEQGLTGMP. (3) The epitope positions are: [42, 43, 44, 45, 46, 47, 48, 49, 50, 51, 52, 53, 54, 55, 56, 57, 58, 59]. The amino acids at these positions are: YGAPEITKDGYKVIKSIK. Given the antigen sequence: MANVVVTGEQLDKSIREVVRILEDAVGCTAGPKGLTVAISKSYGAPEITKDGYKVIKSIKPEDPLALAIANIITQSASQCNDKVGDGTTTCSILTAKVIEEVSKAKAAGADIVCIKEGVLKAKEAVLEALMSMKREVLSEEEIAQVATISANGDKNIGSKIAQCVQEVGKDGVITVEESKGFKELDVEKTDGMQFDRGYLSPYFVTNSEKMLVEFENPYILLTEKKLNIIQPILPILENVARSGRPLLIIAEDVEGEALSTLVLNKLRGGLHVAAVKAPGFGDRRKDMLGDIAILTGAKHVISDDLAIKMEDLTLAELGTAKNIRITKDTTTIIGSVDNSSTNVQSRINQIKMQIEASTSDYDKEKLRERLAKLSGGVAVLKVGGSSEVEVKERKDRVEDALHATRAAVE, which amino acid positions are active epitope sites? (4) Given the antigen sequence: MSSFLGKWKLSESHNFDAVMSKLGVSWATRQIGNTVTPTVTFTMDGDTMTMLTESTFKNLSVTFKFGEEFDEKTSDGRSVKSVVTKDSESKITQTQKDSKNTTVIVREIVGDTMKTTVTVDDVTAIRNYKRL, which amino acid positions are active epitope sites? The epitope positions are: [90, 91, 92, 93, 94, 95, 96, 97, 98, 99, 100, 101, 102, 103, 104, 105, 106, 107, 108, 109]. The amino acids at these positions are: KITQTQKDSKNTTVIVREIV. (5) Given the antigen sequence: MSLLTEVETPTKNEWECRCNDSSDPLVVAASIIGILHLILWILDRLFFKCIYRLFKHGLKRGPSTEGVPESMREEYRKEQQSAVDADDMHFVNIELE, which amino acid positions are active epitope sites? The epitope positions are: [0, 1, 2, 3, 4, 5, 6, 7, 8, 9, 10, 11, 12, 13, 14, 15, 16, 17, 18, 19... (24 total positions)]. The amino acids at these positions are: MSLLTEVETPTKNEWECRCNDSSD. (6) Given the antigen sequence: MASPGSGFWSFGSEDGSGDSENPGTARAWCQVAQKFTGGIGNKLCALLYGDAEKPAESGGSQPPRAAARKAACACDQKPCSCSKVDVNYAFLHATDLLPACDGERPTLAFLQDVMNILLQYVVKSFDRSTKVIDFHYPNELLQEYNWELADQPQNLEEILMHCQTTLKYAIKTGIVSSKIIKLFFRLQKKKK, which amino acid positions are active epitope sites? The epitope positions are: [156, 157, 158, 159, 160, 161, 162, 163, 164, 165, 166, 167, 168, 169, 170]. The amino acids at these positions are: EEILMHCQTTLKYAI.